The task is: Predict the reactants needed to synthesize the given product.. This data is from Full USPTO retrosynthesis dataset with 1.9M reactions from patents (1976-2016). (1) Given the product [CH3:5][C:6]([CH3:11])([CH3:10])[CH2:7][CH:8]([OH:9])[CH2:1][CH3:2], predict the reactants needed to synthesize it. The reactants are: [CH2:1]([Mg]Br)[CH3:2].[CH3:5][C:6]([CH3:11])([CH3:10])[CH2:7][CH:8]=[O:9].[Cl-].[NH4+]. (2) Given the product [OH:26][C:22]1[CH:21]=[C:20]2[C:25](=[CH:24][CH:23]=1)[C:16]([CH2:15][N:8]1[C:9]3[CH:14]=[CH:13][CH:12]=[CH:11][C:10]=3[N:6]([CH2:5][CH2:4][C:3]([OH:35])=[O:2])[C:7]1=[O:34])=[CH:17][CH:18]=[CH:19]2, predict the reactants needed to synthesize it. The reactants are: C[O:2][C:3](=[O:35])[CH2:4][CH2:5][N:6]1[C:10]2[CH:11]=[CH:12][CH:13]=[CH:14][C:9]=2[N:8]([CH2:15][C:16]2[C:25]3[C:20](=[CH:21][C:22]([O:26][Si](C(C)(C)C)(C)C)=[CH:23][CH:24]=3)[CH:19]=[CH:18][CH:17]=2)[C:7]1=[O:34].O.[OH-].[Li+]. (3) The reactants are: Br[C:2]1[CH:7]=[CH:6][CH:5]=[CH:4][C:3]=1[C:8]1[CH:13]=[CH:12][CH:11]=[CH:10][C:9]=1Br.[Li]CCCC.[P:20](Cl)(Cl)[Cl:21]. Given the product [Cl:21][P:20]1[C:9]2[CH:10]=[CH:11][CH:12]=[CH:13][C:8]=2[C:3]2[CH:4]=[CH:5][CH:6]=[CH:7][C:2]1=2, predict the reactants needed to synthesize it.